From a dataset of Reaction yield outcomes from USPTO patents with 853,638 reactions. Predict the reaction yield, written as a fraction of the theoretical maximum amount of product (1.0 means a 100% yield; for example, 0.34 means a 34% yield). (1) The reactants are C(OC(=O)[NH:7][CH:8]([C:33]1[CH:38]=[CH:37][CH:36]=[CH:35][CH:34]=1)[CH2:9][C:10](=[O:32])[NH:11][CH2:12][C@H:13]1[CH2:18][CH2:17][C@H:16]([C:19]([N:21]2[CH2:26][CH2:25][N:24]([C:27](=[O:31])[CH:28]([CH3:30])[CH3:29])[CH2:23][CH2:22]2)=[O:20])[CH2:15][CH2:14]1)(C)(C)C.OS(O)(=O)=O. The catalyst is C(Cl)Cl.[OH-].[Na+]. The product is [NH2:7][CH:8]([C:33]1[CH:34]=[CH:35][CH:36]=[CH:37][CH:38]=1)[CH2:9][C:10]([NH:11][CH2:12][C@H:13]1[CH2:18][CH2:17][C@H:16]([C:19]([N:21]2[CH2:26][CH2:25][N:24]([C:27](=[O:31])[CH:28]([CH3:30])[CH3:29])[CH2:23][CH2:22]2)=[O:20])[CH2:15][CH2:14]1)=[O:32]. The yield is 0.240. (2) The reactants are [CH3:1][O:2][C:3]1[N:8]=[CH:7][C:6]([N:9]2[C:13]([C:14]3[NH:15][CH:16]=[CH:17][CH:18]=3)=[CH:12][C:11]([C:19]([OH:21])=O)=[N:10]2)=[CH:5][CH:4]=1.[O:22]1[CH2:27][CH2:26][CH:25]([NH2:28])[CH2:24][CH2:23]1. No catalyst specified. The product is [O:22]1[CH2:27][CH2:26][CH:25]([NH:28][C:19]([C:11]2[CH:12]=[C:13]([C:14]3[NH:15][CH:16]=[CH:17][CH:18]=3)[N:9]([C:6]3[CH:7]=[N:8][C:3]([O:2][CH3:1])=[CH:4][CH:5]=3)[N:10]=2)=[O:21])[CH2:24][CH2:23]1. The yield is 0.760. (3) The reactants are [Cl:1][C:2]1[N:7]=[C:6]([N:8]([CH:16]([CH3:18])[CH3:17])[C@H:9]([CH2:14][CH3:15])[C:10](OC)=[O:11])[C:5]([N+:19]([O-])=O)=[CH:4][N:3]=1.[H][H]. The catalyst is C(O)(=O)C.[Ni]. The product is [Cl:1][C:2]1[N:3]=[CH:4][C:5]2[NH:19][C:10](=[O:11])[C@@H:9]([CH2:14][CH3:15])[N:8]([CH:16]([CH3:18])[CH3:17])[C:6]=2[N:7]=1. The yield is 0.717. (4) The reactants are O[CH:2]1[CH2:7][CH2:6][CH2:5][N:4]([C:8]2[CH:9]=[C:10]3[N:26]([CH3:27])[CH:25]=[CH:24][C:11]3=[N:12][C:13]=2[C@@H:14]([NH:16][C:17](=[O:23])[O:18][C:19]([CH3:22])([CH3:21])[CH3:20])[CH3:15])[CH2:3]1.[C:28]1(=[O:38])[C:36]2[C:31](=[CH:32][CH:33]=[CH:34][CH:35]=2)[C:30](=[O:37])[NH:29]1.C1C=CC(P(C2C=CC=CC=2)C2C=CC=CC=2)=CC=1.N(C(OCC)=O)=NC(OCC)=O. The catalyst is C1COCC1. The product is [O:38]=[C:28]1[C:36]2[C:31](=[CH:32][CH:33]=[CH:34][CH:35]=2)[C:30](=[O:37])[N:29]1[CH:2]1[CH2:7][CH2:6][CH2:5][N:4]([C:8]2[CH:9]=[C:10]3[N:26]([CH3:27])[CH:25]=[CH:24][C:11]3=[N:12][C:13]=2[C@@H:14]([NH:16][C:17](=[O:23])[O:18][C:19]([CH3:20])([CH3:21])[CH3:22])[CH3:15])[CH2:3]1. The yield is 0.352. (5) The reactants are [OH:1][CH2:2][C:3]1[CH:8]=[C:7]([CH3:9])[CH:6]=[C:5]([N:10]2[N:14]=[C:13]3[CH:15]=[CH:16][C:17]([C:19]([F:22])([F:21])[F:20])=[CH:18][C:12]3=[N:11]2)[C:4]=1[OH:23].C(N(CC)CC)C.[C:31](Cl)(=[O:35])[C:32]([CH3:34])=[CH2:33]. The catalyst is C1COCC1. The product is [C:31]([O:1][CH2:2][C:3]1[CH:8]=[C:7]([CH3:9])[CH:6]=[C:5]([N:10]2[N:14]=[C:13]3[CH:15]=[CH:16][C:17]([C:19]([F:22])([F:21])[F:20])=[CH:18][C:12]3=[N:11]2)[C:4]=1[OH:23])(=[O:35])[C:32]([CH3:34])=[CH2:33]. The yield is 0.440.